Dataset: Catalyst prediction with 721,799 reactions and 888 catalyst types from USPTO. Task: Predict which catalyst facilitates the given reaction. (1) Reactant: [CH3:1][S:2](Cl)(=[O:4])=[O:3].[N+:6]([C:9]1[CH:10]=[C:11]2[C:17](=[CH:18][CH:19]=1)[CH:16]1[O:20][CH:12]2[CH2:13][NH:14][CH2:15]1)([O-:8])=[O:7].C(=O)([O-])[O-].[K+].[K+]. Product: [CH3:1][S:2]([N:14]1[CH2:13][CH:12]2[O:20][CH:16]([C:17]3[C:11]2=[CH:10][C:9]([N+:6]([O-:8])=[O:7])=[CH:19][CH:18]=3)[CH2:15]1)(=[O:4])=[O:3]. The catalyst class is: 1. (2) Reactant: B(F)(F)F.CCOCC.[CH:10]1([C@@H:13]2[O:21][CH2:20][C:16]3=[N:17][O:18][CH2:19][C@@H:15]3[CH2:14]2)[CH2:12][CH2:11]1.[F:22][C:23]1[CH:28]=[C:27]([F:29])[CH:26]=[CH:25][C:24]=1I.C([Li])CCC. Product: [CH:10]1([C@@H:13]2[O:21][CH2:20][C@:16]3([C:26]4[CH:25]=[CH:24][C:23]([F:22])=[CH:28][C:27]=4[F:29])[NH:17][O:18][CH2:19][C@@H:15]3[CH2:14]2)[CH2:12][CH2:11]1. The catalyst class is: 11. (3) Reactant: [F:1][C:2]1[CH:3]=[C:4]([N+:9]([O-:11])=[O:10])[CH:5]=[CH:6][C:7]=1F.[C:12](=[O:15])(O)[O-].[Na+]. Product: [F:1][C:2]1[CH:3]=[C:4]([N+:9]([O-:11])=[O:10])[CH:5]=[CH:6][C:7]=1[NH:9][C@H:4]([CH2:3][CH3:2])[CH2:12][OH:15]. The catalyst class is: 8. (4) Reactant: [CH3:1][O:2][C:3]([C@@H:5]1[C@H:9]([O:10][Si:11]([C:14]([CH3:17])([CH3:16])[CH3:15])([CH3:13])[CH3:12])[CH2:8][CH2:7][N:6]1[C:18]([O:20][C:21]([CH3:24])([CH3:23])[CH3:22])=[O:19])=[O:4].[Li+].[CH3:26]C([N-]C(C)C)C.IC.O. Product: [CH3:1][O:2][C:3]([C@@:5]1([CH3:26])[C@H:9]([O:10][Si:11]([C:14]([CH3:17])([CH3:15])[CH3:16])([CH3:13])[CH3:12])[CH2:8][CH2:7][N:6]1[C:18]([O:20][C:21]([CH3:24])([CH3:23])[CH3:22])=[O:19])=[O:4]. The catalyst class is: 49. (5) Reactant: [CH3:1][N:2]1[CH2:7][CH2:6][NH:5][CH2:4][CH2:3]1.[CH3:8][O:9][C:10]([C:12]1[CH:13]=[C:14]([CH3:34])[C:15]2[O:21][C:20]3[C:22]([Cl:30])=[CH:23][C:24]([NH:26][CH2:27][CH2:28]Cl)=[CH:25][C:19]=3[CH2:18][S:17](=[O:32])(=[O:31])[C:16]=2[CH:33]=1)=[O:11].O. Product: [CH3:8][O:9][C:10]([C:12]1[CH:13]=[C:14]([CH3:34])[C:15]2[O:21][C:20]3[C:22]([Cl:30])=[CH:23][C:24]([NH:26][CH2:27][CH2:28][N:5]4[CH2:6][CH2:7][N:2]([CH3:1])[CH2:3][CH2:4]4)=[CH:25][C:19]=3[CH2:18][S:17](=[O:32])(=[O:31])[C:16]=2[CH:33]=1)=[O:11]. The catalyst class is: 3.